This data is from Full USPTO retrosynthesis dataset with 1.9M reactions from patents (1976-2016). The task is: Predict the reactants needed to synthesize the given product. (1) Given the product [CH3:27][N:3]1[C:2]([CH3:22])([CH3:1])[CH2:6][N:5]([C:7]2[CH:12]=[CH:11][C:10]([C:13]#[C:14][C:15]3[CH:16]=[CH:17][CH:18]=[CH:19][CH:20]=3)=[CH:9][N:8]=2)[C:4]1=[O:21], predict the reactants needed to synthesize it. The reactants are: [CH3:1][C:2]1([CH3:22])[CH2:6][N:5]([C:7]2[CH:12]=[CH:11][C:10]([C:13]#[C:14][C:15]3[CH:20]=[CH:19][CH:18]=[CH:17][CH:16]=3)=[CH:9][N:8]=2)[C:4](=[O:21])[NH:3]1.[H-].[Na+].IC.[C:27]([O-])(O)=O.[Na+]. (2) Given the product [F:1][C:2]1[CH:7]=[CH:6][CH:5]=[CH:4][C:3]=1[C@:8]12[CH2:9][O:10][C@H:11]([C:12]([F:15])([F:14])[F:13])[C@H:16]1[CH2:17][O:19][NH:18]2, predict the reactants needed to synthesize it. The reactants are: [F:1][C:2]1[CH:7]=[CH:6][CH:5]=[CH:4][C:3]=1[C:8](=[N:18][OH:19])[CH2:9][O:10][C@@H:11]([CH:16]=[CH2:17])[C:12]([F:15])([F:14])[F:13].C1(C=CC(O)=CC=1)O. (3) Given the product [CH:7]1([C:12]2[CH:13]=[CH:14][C:15]([O:18][S:21]([C:20]([F:33])([F:32])[F:19])(=[O:23])=[O:22])=[CH:16][CH:17]=2)[CH2:8][CH2:9][CH2:10][CH2:11]1, predict the reactants needed to synthesize it. The reactants are: N1C=CC=CC=1.[CH:7]1([C:12]2[CH:17]=[CH:16][C:15]([OH:18])=[CH:14][CH:13]=2)[CH2:11][CH2:10][CH2:9][CH2:8]1.[F:19][C:20]([F:33])([F:32])[S:21](O[S:21]([C:20]([F:33])([F:32])[F:19])(=[O:23])=[O:22])(=[O:23])=[O:22].Cl.